Dataset: Forward reaction prediction with 1.9M reactions from USPTO patents (1976-2016). Task: Predict the product of the given reaction. (1) Given the reactants [CH3:1][NH:2][C@H:3]([CH3:6])[CH2:4][OH:5].F[C:8]1[CH:17]=[CH:16][CH:15]=[C:14]2[C:9]=1[C:10]([NH:18][C:19]1[CH:24]=[CH:23][C:22]([OH:25])=[C:21]([CH3:26])[CH:20]=1)=[N:11][CH:12]=[N:13]2, predict the reaction product. The product is: [CH3:26][C:21]1[CH:20]=[C:19]([NH:18][C:10]2[C:9]3[C:14](=[CH:15][CH:16]=[CH:17][C:8]=3[O:5][CH2:4][C@H:3]([NH:2][CH3:1])[CH3:6])[N:13]=[CH:12][N:11]=2)[CH:24]=[CH:23][C:22]=1[OH:25]. (2) Given the reactants [CH2:1]([C:3]([C:28]1[CH:41]=[CH:40][C:31]([O:32][CH2:33][C@H:34]2[O:38][C:37](=[O:39])[CH2:36][CH2:35]2)=[C:30]([CH3:42])[CH:29]=1)([C:6]1[CH:11]=[CH:10][C:9](/[CH:12]=[CH:13]/[C:14](OCOC)([C:19]([F:22])([F:21])[F:20])[C:15]([F:18])([F:17])[F:16])=[C:8]([CH3:27])[CH:7]=1)[CH2:4][CH3:5])[CH3:2].Cl.[OH2:44].[O:45]1CCOCC1, predict the reaction product. The product is: [CH2:1]([C:3]([C:28]1[CH:41]=[CH:40][C:31]([O:32][CH2:33][C@@H:34]([OH:38])[CH2:35][CH2:36][C:37]([OH:39])=[O:45])=[C:30]([CH3:42])[CH:29]=1)([C:6]1[CH:11]=[CH:10][C:9](/[CH:12]=[CH:13]/[C:14]([OH:44])([C:15]([F:16])([F:17])[F:18])[C:19]([F:22])([F:20])[F:21])=[C:8]([CH3:27])[CH:7]=1)[CH2:4][CH3:5])[CH3:2].